This data is from Catalyst prediction with 721,799 reactions and 888 catalyst types from USPTO. The task is: Predict which catalyst facilitates the given reaction. (1) Reactant: [CH3:1][C:2]([CH3:13])([CH3:12])[CH2:3][CH2:4][NH:5][C:6](=[O:11])OC(C)=C.[NH2:14][C:15]1[C:16]([F:34])=[CH:17][C:18]([F:33])=[C:19]([C:21]2[CH:32]=[N:31][C:24]3[N:25]=[C:26]([NH:29][CH3:30])[N:27]=[CH:28][C:23]=3[CH:22]=2)[CH:20]=1.CN1CCCC1.C1CCN2C(=NCCC2)CC1. Product: [F:34][C:16]1[CH:17]=[C:18]([F:33])[C:19]([C:21]2[CH:32]=[N:31][C:24]3[N:25]=[C:26]([NH:29][CH3:30])[N:27]=[CH:28][C:23]=3[CH:22]=2)=[CH:20][C:15]=1[NH:14][C:6]([NH:5][CH2:4][CH2:3][C:2]([CH3:1])([CH3:12])[CH3:13])=[O:11]. The catalyst class is: 12. (2) Reactant: [N:1]([CH2:4][C:5]1[O:6][C:7]([CH:10]([F:12])[F:11])=[CH:8][CH:9]=1)=[N+]=[N-].C1(P(C2C=CC=CC=2)C2C=CC=CC=2)C=CC=CC=1. Product: [F:11][CH:10]([F:12])[C:7]1[O:6][C:5]([CH2:4][NH2:1])=[CH:9][CH:8]=1. The catalyst class is: 30. (3) Reactant: [CH3:1][O:2][CH2:3][CH2:4][O:5][C:6]1[CH:11]=[CH:10][C:9]([C:12]2[N:13]=[C:14]3[CH:19]=[CH:18][C:17]([O:20][CH2:21][CH2:22][CH3:23])=[N:16][N:15]3[CH:24]=2)=[CH:8][CH:7]=1.[CH2:25]=O.[CH3:27][NH:28][CH3:29]. Product: [CH3:1][O:2][CH2:3][CH2:4][O:5][C:6]1[CH:11]=[CH:10][C:9]([C:12]2[N:13]=[C:14]3[CH:19]=[C:18]([CH3:25])[C:17]([O:20][CH2:21][CH2:22][CH3:23])=[N:16][N:15]3[C:24]=2[N:28]([CH3:29])[CH3:27])=[CH:8][CH:7]=1. The catalyst class is: 15.